This data is from Forward reaction prediction with 1.9M reactions from USPTO patents (1976-2016). The task is: Predict the product of the given reaction. (1) The product is: [CH2:1]([O:3][C:4](=[O:25])/[C:5](=[CH:10]/[C:11]1[CH:16]=[CH:15][C:14]([N:17]2[CH:21]=[C:20]([CH3:22])[N:19]=[CH:18]2)=[C:13]([O:23][CH3:24])[CH:12]=1)/[CH2:6][CH2:7][CH2:8][NH:38][CH:35]1[C:36]2[C:31](=[CH:30][CH:29]=[C:28]([O:27][CH3:26])[CH:37]=2)[CH2:32][CH2:33][CH2:34]1)[CH3:2]. Given the reactants [CH2:1]([O:3][C:4](=[O:25])/[C:5](=[CH:10]/[C:11]1[CH:16]=[CH:15][C:14]([N:17]2[CH:21]=[C:20]([CH3:22])[N:19]=[CH:18]2)=[C:13]([O:23][CH3:24])[CH:12]=1)/[CH2:6][CH2:7][CH2:8]Cl)[CH3:2].[CH3:26][O:27][C:28]1[CH:37]=[C:36]2[C:31]([CH2:32][CH2:33][CH2:34][CH:35]2[NH2:38])=[CH:30][CH:29]=1.C(=O)([O-])[O-].[K+].[K+].[I-].[Na+], predict the reaction product. (2) Given the reactants C([O:3][C:4](=[O:33])[CH2:5][CH2:6][CH2:7][CH2:8][CH2:9][CH2:10][N:11]1[C:15](=[O:16])[CH2:14][CH2:13][C@@H:12]1[CH2:17][CH2:18][CH:19]([OH:32])[C:20]1[O:21][C:22]([C:25]2[CH:30]=[CH:29][CH:28]=[CH:27][C:26]=2[CH3:31])=[CH:23][CH:24]=1)C.[OH-].[Na+].Cl.C(OCC)(=O)C, predict the reaction product. The product is: [OH:32][CH:19]([C:20]1[O:21][C:22]([C:25]2[CH:30]=[CH:29][CH:28]=[CH:27][C:26]=2[CH3:31])=[CH:23][CH:24]=1)[CH2:18][CH2:17][C@H:12]1[CH2:13][CH2:14][C:15](=[O:16])[N:11]1[CH2:10][CH2:9][CH2:8][CH2:7][CH2:6][CH2:5][C:4]([OH:33])=[O:3]. (3) Given the reactants Br[C:2]1[CH:9]=[CH:8][C:5]([CH2:6][OH:7])=[C:4]([CH3:10])[CH:3]=1.[CH:11]([Sn](CCCC)(CCCC)CCCC)=[CH2:12].[F-].[K+], predict the reaction product. The product is: [CH3:10][C:4]1[CH:3]=[C:2]([CH:11]=[CH2:12])[CH:9]=[CH:8][C:5]=1[CH2:6][OH:7]. (4) Given the reactants [N+](C1C2=CC=C3C(N=C4C(C=CC=C4C(O)=O)=N3)=C2C=CC=1)([O-])=O.[N+:25]([C:28]1[CH:48]=[CH:47][C:31]2=[C:32]3[C:41](=[CH:42][CH:43]=[C:30]2[CH:29]=1)[N:40]=[C:39]1[C:34]([C:35]([C:44](O)=[O:45])=[CH:36][CH:37]=[CH:38]1)=[N:33]3)([O-:27])=[O:26].[CH3:49][N:50]([CH3:54])[CH2:51][CH2:52][NH2:53], predict the reaction product. The product is: [CH3:49][N:50]([CH3:54])[CH2:51][CH2:52][NH:53][C:44]([C:35]1[C:34]2[C:39](=[N:40][C:41]3[C:32]([N:33]=2)=[C:31]2[CH:47]=[CH:48][C:28]([N+:25]([O-:27])=[O:26])=[CH:29][C:30]2=[CH:43][CH:42]=3)[CH:38]=[CH:37][CH:36]=1)=[O:45]. (5) Given the reactants [CH3:1][O:2][C:3]1[N:4]=[CH:5][CH:6]=[C:7]2[C:11]([C:12]3[CH:17]=[CH:16][CH:15]=[CH:14][CH:13]=3)=[N:10][NH:9][C:8]=12.I[C:19]1[CH:23]=[CH:22][S:21][CH:20]=1.N1CCC[C@H]1C(O)=O.C(=O)([O-])[O-].[K+].[K+], predict the reaction product. The product is: [CH3:1][O:2][C:3]1[N:4]=[CH:5][CH:6]=[C:7]2[C:11]([C:12]3[CH:13]=[CH:14][CH:15]=[CH:16][CH:17]=3)=[N:10][N:9]([C:19]3[CH:23]=[CH:22][S:21][CH:20]=3)[C:8]=12. (6) Given the reactants [H-].[Na+].N1C=[CH:6][N:5]=[N:4]1.Cl[CH2:9][C@:10]([C:22]1[CH:27]=[CH:26][C:25]([F:28])=[CH:24][C:23]=1[F:29])([OH:21])[C@@H:11]([O:13][Si:14]([C:17]([CH3:20])([CH3:19])[CH3:18])([CH3:16])[CH3:15])[CH3:12].O.[CH3:31][N:32](C=O)C, predict the reaction product. The product is: [Si:14]([O:13][C@@H:11]([CH3:12])[C@:10]([C:22]1[CH:27]=[CH:26][C:25]([F:28])=[CH:24][C:23]=1[F:29])([OH:21])[CH2:9][N:5]1[CH:6]=[N:32][CH:31]=[N:4]1)([C:17]([CH3:20])([CH3:19])[CH3:18])([CH3:16])[CH3:15]. (7) Given the reactants Br[C:2]1[CH:9]=[CH:8][C:5]([CH:6]=[O:7])=[CH:4][CH:3]=1.[CH3:10][N:11]([CH3:20])[C:12]1[CH:17]=[CH:16][C:15]([CH:18]=[CH2:19])=[CH:14][CH:13]=1, predict the reaction product. The product is: [CH3:20][N:11]([CH3:10])[C:12]1[CH:17]=[CH:16][C:15](/[CH:18]=[CH:19]/[C:2]2[CH:9]=[CH:8][C:5]([CH:6]=[O:7])=[CH:4][CH:3]=2)=[CH:14][CH:13]=1. (8) Given the reactants [CH3:1][N:2]1[CH:6]=[C:5]([CH:7]=O)[CH:4]=[N:3]1.[CH3:9][C:10]([S@:13]([NH2:15])=[O:14])([CH3:12])[CH3:11].O, predict the reaction product. The product is: [CH3:9][C:10]([S@:13](/[N:15]=[CH:7]/[C:5]1[CH:4]=[N:3][N:2]([CH3:1])[CH:6]=1)=[O:14])([CH3:12])[CH3:11]. (9) Given the reactants [C:1]([O:5][C:6]([N:8]1[CH2:13][CH2:12][C:11]([C:19]([F:22])([F:21])[F:20])([C:14]([O:16]CC)=[O:15])[CH2:10][CH2:9]1)=[O:7])([CH3:4])([CH3:3])[CH3:2].[OH-].[Na+], predict the reaction product. The product is: [C:1]([O:5][C:6]([N:8]1[CH2:13][CH2:12][C:11]([C:19]([F:22])([F:20])[F:21])([C:14]([OH:16])=[O:15])[CH2:10][CH2:9]1)=[O:7])([CH3:4])([CH3:2])[CH3:3].